Dataset: Reaction yield outcomes from USPTO patents with 853,638 reactions. Task: Predict the reaction yield, written as a fraction of the theoretical maximum amount of product (1.0 means a 100% yield; for example, 0.34 means a 34% yield). (1) The reactants are [C:1]([O:5][C:6]([N:8]1[CH2:13][CH2:12][N:11]([C:14]2[CH:19]=[CH:18][C:17]([C:20]3[O:24][C:23]([C:25]4[CH:33]=[C:32]5[C:28]([CH:29]=[CH:30][NH:31]5)=[CH:27][CH:26]=4)=[N:22][C:21]=3[C:34](O)=[O:35])=[CH:16][CH:15]=2)[CH2:10][CH2:9]1)=[O:7])([CH3:4])([CH3:3])[CH3:2].F[P-](F)(F)(F)(F)F.[N:44]1(OC(N(C)C)=[N+](C)C)C2N=CC=CC=2N=N1.C(N(C(C)C)CC)(C)C.N.O1CCOCC1. The catalyst is CN(C=O)C. The product is [C:34]([C:21]1[N:22]=[C:23]([C:25]2[CH:33]=[C:32]3[C:28]([CH:29]=[CH:30][NH:31]3)=[CH:27][CH:26]=2)[O:24][C:20]=1[C:17]1[CH:16]=[CH:15][C:14]([N:11]2[CH2:12][CH2:13][N:8]([C:6]([O:5][C:1]([CH3:3])([CH3:2])[CH3:4])=[O:7])[CH2:9][CH2:10]2)=[CH:19][CH:18]=1)(=[O:35])[NH2:44]. The yield is 0.460. (2) The reactants are [OH:1][C:2]1[CH:3]=[C:4]2[C:9](=[CH:10][CH:11]=1)[CH:8]=[C:7]([CH:12]=[O:13])[CH:6]=[CH:5]2.CCN(C(C)C)C(C)C.[CH2:23](Cl)[O:24][CH3:25]. The catalyst is C(Cl)Cl. The product is [CH3:23][O:24][CH2:25][O:1][C:2]1[CH:3]=[C:4]2[C:9](=[CH:10][CH:11]=1)[CH:8]=[C:7]([CH:12]=[O:13])[CH:6]=[CH:5]2. The yield is 0.980. (3) The reactants are [CH2:1]([O:3][C:4](=[O:21])[CH2:5][O:6][C:7]1[CH:8]=[N:9][C:10]([O:13]CC2C=CC=CC=2)=[CH:11][CH:12]=1)[CH3:2]. The catalyst is [Pd]. The product is [CH2:1]([O:3][C:4](=[O:21])[CH2:5][O:6][C:7]1[CH:8]=[N:9][C:10]([OH:13])=[CH:11][CH:12]=1)[CH3:2]. The yield is 0.910. (4) The reactants are [Cl:1][S:2]([OH:5])(=O)=[O:3].[F:6][C:7]([F:21])([F:20])[C:8]([NH:10][CH:11]1[CH2:19][C:18]2[C:13](=[CH:14][CH:15]=[CH:16][CH:17]=2)[CH2:12]1)=[O:9]. No catalyst specified. The product is [F:6][C:7]([F:20])([F:21])[C:8]([NH:10][CH:11]1[CH2:19][C:18]2[C:13](=[CH:14][CH:15]=[C:16]([S:2]([Cl:1])(=[O:5])=[O:3])[CH:17]=2)[CH2:12]1)=[O:9]. The yield is 0.710. (5) The reactants are [CH:1]([C:3]1[CH:13]=[CH:12][C:6]([C:7]([O:9][CH2:10][CH3:11])=[O:8])=[C:5]([CH3:14])[CH:4]=1)=O.[C:15](=O)([O-])[O-].[K+].[K+]. The catalyst is O1CCOCC1.[Br-].C[P+](C1C=CC=CC=1)(C1C=CC=CC=1)C1C=CC=CC=1. The product is [CH3:14][C:5]1[CH:4]=[C:3]([CH:1]=[CH2:15])[CH:13]=[CH:12][C:6]=1[C:7]([O:9][CH2:10][CH3:11])=[O:8]. The yield is 0.720. (6) The reactants are [NH:1]1[C:9]2[C:4](=[CH:5][C:6]([C:10]3[CH:11]=[N:12][C:13]([N:16]4[CH:22]5[CH2:23][CH2:24][N:19]([CH2:20][CH2:21]5)[CH2:18][CH2:17]4)=[N:14][CH:15]=3)=[CH:7][CH:8]=2)[CH:3]=[CH:2]1.[OH:25]O. The catalyst is C(O)C. The product is [NH:1]1[C:9]2[C:4](=[CH:5][C:6]([C:10]3[CH:11]=[N:12][C:13]([N:16]4[CH:22]5[CH2:21][CH2:20][N+:19]([O-:25])([CH2:24][CH2:23]5)[CH2:18][CH2:17]4)=[N:14][CH:15]=3)=[CH:7][CH:8]=2)[CH:3]=[CH:2]1. The yield is 1.00. (7) The reactants are [NH2:1][C:2]1[C:3]2[C:13]([O:14][CH2:15][CH2:16][CH2:17][CH2:18][CH2:19][CH2:20][NH:21]C(=O)OC(C)(C)C)=[CH:12][CH:11]=[CH:10][C:4]=2[NH:5][S:6](=[O:9])(=[O:8])[N:7]=1.[ClH:29]. The catalyst is O1CCOCC1. The product is [Cl-:29].[NH2:1][C:2]1[C:3]2[C:13]([O:14][CH2:15][CH2:16][CH2:17][CH2:18][CH2:19][CH2:20][NH3+:21])=[CH:12][CH:11]=[CH:10][C:4]=2[NH:5][S:6](=[O:9])(=[O:8])[N:7]=1. The yield is 0.629. (8) The reactants are [CH3:1][O:2][C:3](=[O:26])[CH:4]([C:18]1[CH:23]=[CH:22][C:21]([Cl:24])=[C:20]([Cl:25])[CH:19]=1)[CH2:5][CH:6]1[CH2:10][CH2:9][CH:8]([O:11]C2CCCCO2)[CH2:7]1. The catalyst is CO. The product is [CH3:1][O:2][C:3](=[O:26])[CH:4]([C:18]1[CH:23]=[CH:22][C:21]([Cl:24])=[C:20]([Cl:25])[CH:19]=1)[CH2:5][CH:6]1[CH2:10][CH2:9][CH:8]([OH:11])[CH2:7]1. The yield is 0.990.